From a dataset of Catalyst prediction with 721,799 reactions and 888 catalyst types from USPTO. Predict which catalyst facilitates the given reaction. Reactant: C[O:2][C:3]([C:5]1[S:6][C:7]([C:23]#[C:24][C:25]([F:28])([F:27])[F:26])=[CH:8][C:9]=1[N:10]([CH:20]([CH3:22])[CH3:21])[C:11]([C@H:13]1[CH2:18][CH2:17][C@H:16]([CH3:19])[CH2:15][CH2:14]1)=[O:12])=[O:4].C1COCC1.O.[OH-].[Li+].Cl. Product: [CH:20]([N:10]([C:11]([C@H:13]1[CH2:14][CH2:15][C@H:16]([CH3:19])[CH2:17][CH2:18]1)=[O:12])[C:9]1[CH:8]=[C:7]([C:23]#[C:24][C:25]([F:26])([F:28])[F:27])[S:6][C:5]=1[C:3]([OH:4])=[O:2])([CH3:22])[CH3:21]. The catalyst class is: 6.